This data is from Full USPTO retrosynthesis dataset with 1.9M reactions from patents (1976-2016). The task is: Predict the reactants needed to synthesize the given product. (1) Given the product [C:35]([O:36][C:46]([N:17]([CH2:16][CH2:15][CH2:14][N:13]1[C:12]([C:21]2[CH:22]=[CH:23][C:24]([F:27])=[CH:25][CH:26]=2)=[CH:11][S:10][C:9]1=[N:8][C:5]1[CH:6]=[CH:7][C:2]([Cl:1])=[CH:3][C:4]=1[O:28][CH3:29])[CH2:18][C:19]([OH:30])=[O:20])=[O:48])([CH3:34])([CH3:37])[CH3:40], predict the reactants needed to synthesize it. The reactants are: [Cl:1][C:2]1[CH:7]=[CH:6][C:5]([N:8]=[C:9]2[N:13]([CH2:14][CH2:15][CH2:16][NH:17][CH2:18][CH2:19][OH:20])[C:12]([C:21]3[CH:26]=[CH:25][C:24]([F:27])=[CH:23][CH:22]=3)=[CH:11][S:10]2)=[C:4]([O:28][CH3:29])[CH:3]=1.[OH-:30].[Na+].O.C(O)(=O)[CH2:34][C:35]([CH2:40]C(O)=O)([C:37](O)=O)[OH:36].[CH2:46]([OH:48])C. (2) Given the product [Br:24][C:25]1[CH:26]=[C:27]2[C:31](=[CH:32][CH:33]=1)[N:30]([CH:6]1[CH2:5][CH2:4][CH2:3][CH2:2][O:1]1)[N:29]=[CH:28]2, predict the reactants needed to synthesize it. The reactants are: [O:1]1[CH:6]=[CH:5][CH2:4][CH2:3][CH2:2]1.C1(C)C=CC(S([O-])(=O)=O)=CC=1.[NH+]1C=CC=CC=1.[Br:24][C:25]1[CH:26]=[C:27]2[C:31](=[CH:32][CH:33]=1)[NH:30][N:29]=[CH:28]2.C(=O)([O-])O.[Na+]. (3) The reactants are: Cl[C:2]1[N:3]=[CH:4][CH:5]=[C:6]2[CH:10]=[CH:9][NH:8][C:7]=12.[F:11][C:12]1[CH:17]=[C:16]([N+:18]([O-:20])=[O:19])[CH:15]=[CH:14][C:13]=1[OH:21].C([O-])([O-])=O.[K+].[K+]. Given the product [F:11][C:12]1[CH:17]=[C:16]([N+:18]([O-:20])=[O:19])[CH:15]=[CH:14][C:13]=1[O:21][C:2]1[N:3]=[CH:4][CH:5]=[C:6]2[CH:10]=[CH:9][NH:8][C:7]=12, predict the reactants needed to synthesize it.